This data is from Full USPTO retrosynthesis dataset with 1.9M reactions from patents (1976-2016). The task is: Predict the reactants needed to synthesize the given product. (1) Given the product [CH3:1][S:2]([C:5]1[CH:10]=[CH:9][C:8]([N:11]2[CH:16]=[CH:15][C:14]([O:17][CH2:18][CH:19]3[CH2:22][N:21]([C:24]([O:26][C:27]4[CH:28]=[CH:40][C:39]([Cl:42])=[CH:38][CH:30]=4)=[O:25])[CH2:20]3)=[CH:13][C:12]2=[O:31])=[CH:7][CH:6]=1)(=[O:4])=[O:3], predict the reactants needed to synthesize it. The reactants are: [CH3:1][S:2]([C:5]1[CH:10]=[CH:9][C:8]([N:11]2[CH:16]=[CH:15][C:14]([O:17][CH:18]3C[CH2:22][N:21]([C:24]([O:26][C:27]([CH3:30])(C)[CH3:28])=[O:25])[CH2:20][CH2:19]3)=[CH:13][C:12]2=[O:31])=[CH:7][CH:6]=1)(=[O:4])=[O:3].ClC(OC1C=[CH:40][C:39]([Cl:42])=[CH:38]C=1)=O.ClC(OC(C)C(F)(F)F)=O. (2) The reactants are: C(O[C:6]([N:8]1[CH2:12][CH2:11][CH2:10][CH:9]1[C:13]1[N:14](COCC[Si](C)(C)C)[C:15]([C:18]#[CH:19])=[CH:16][N:17]=1)=[O:7])(C)(C)C.Cl.[CH3:29][O:30][C:31]([NH:33][CH:34]([CH:38]([CH3:40])[CH3:39])C(O)=O)=[O:32].CN(C(ON1N=NC2C=CC=NC1=2)=[N+](C)C)C.F[P-](F)(F)(F)(F)F.CCN(C(C)C)C(C)C.FC(F)(F)C(O)=O.C(=O)(O)[O-].[Na+]. Given the product [CH3:29][O:30][C:31](=[O:32])[NH:33][CH:34]([C:6]([N:8]1[CH2:12][CH2:11][CH2:10][CH:9]1[C:13]1[NH:14][C:15]([C:18]#[CH:19])=[CH:16][N:17]=1)=[O:7])[CH:38]([CH3:40])[CH3:39], predict the reactants needed to synthesize it.